From a dataset of Full USPTO retrosynthesis dataset with 1.9M reactions from patents (1976-2016). Predict the reactants needed to synthesize the given product. (1) The reactants are: [C@H:1]12[CH2:6][C@H:5]1[CH2:4][C@@H:3]([CH2:7][NH:8][C:9]([C:11]1[C:20]3[O:19][CH2:18][CH2:17][O:16][C:15]=3[CH:14]=[CH:13][CH:12]=1)=[O:10])[NH:2]2.[CH3:21][C:22]1[S:23][C:24]([C:30]2[CH:31]=[C:32]([CH3:36])[CH:33]=[CH:34][CH:35]=2)=[C:25]([C:27](O)=[O:28])[N:26]=1. Given the product [CH3:21][C:22]1[S:23][C:24]([C:30]2[CH:31]=[C:32]([CH3:36])[CH:33]=[CH:34][CH:35]=2)=[C:25]([C:27]([N:2]2[C@H:3]([CH2:7][NH:8][C:9]([C:11]3[C:20]4[O:19][CH2:18][CH2:17][O:16][C:15]=4[CH:14]=[CH:13][CH:12]=3)=[O:10])[CH2:4][C@H:5]3[C@@H:1]2[CH2:6]3)=[O:28])[N:26]=1, predict the reactants needed to synthesize it. (2) Given the product [OH:7][CH2:5][C:4]1[CH:8]=[CH:9][C:10]2[O:11][C:17](=[O:18])[NH:1][C:2]=2[CH:3]=1, predict the reactants needed to synthesize it. The reactants are: [NH2:1][C:2]1[CH:3]=[C:4]([CH:8]=[CH:9][C:10]=1[OH:11])[C:5]([OH:7])=O.C1N=CN([C:17](N2C=NC=C2)=[O:18])C=1.[BH4-].[Na+].Cl. (3) The reactants are: [NH2:1][C:2]1[CH:7]=[CH:6][C:5]([Br:8])=[CH:4][N:3]=1.[CH3:9][N:10]([CH:12](OC)OC)[CH3:11]. Given the product [Br:8][C:5]1[CH:6]=[CH:7][C:2]([N:1]=[CH:9][N:10]([CH3:12])[CH3:11])=[N:3][CH:4]=1, predict the reactants needed to synthesize it. (4) Given the product [Br:21][C:19]1[N:20]=[C:15]([NH:25][CH2:24][C:3]2[CH:4]=[C:5]3[C:10](=[CH:11][C:2]=2[F:1])[N:9]=[CH:8][CH:7]=[CH:6]3)[C:16]([NH2:22])=[N:17][CH:18]=1, predict the reactants needed to synthesize it. The reactants are: [F:1][C:2]1[CH:11]=[C:10]2[C:5]([CH:6]=[CH:7][CH:8]=[N:9]2)=[CH:4][C:3]=1NC.Br[C:15]1[C:16]([NH2:22])=[N:17][CH:18]=[C:19]([Br:21])[N:20]=1.C[CH2:24][N:25](C(C)C)C(C)C. (5) The reactants are: [C:1]([O:5][C@@H:6]([C:12]1[C:21]([CH3:22])=[CH:20][C:19]2[C:14](=[CH:15][CH:16]=[C:17]([CH:23]=C)[CH:18]=2)[C:13]=1[O:25][S:26]([C:29]([F:32])([F:31])[F:30])(=[O:28])=[O:27])[C:7]([O:9][CH2:10][CH3:11])=[O:8])([CH3:4])([CH3:3])[CH3:2].C1C[O:36]CC1. Given the product [C:1]([O:5][C@@H:6]([C:12]1[C:21]([CH3:22])=[CH:20][C:19]2[C:14](=[CH:15][CH:16]=[C:17]([CH:23]=[O:36])[CH:18]=2)[C:13]=1[O:25][S:26]([C:29]([F:32])([F:30])[F:31])(=[O:27])=[O:28])[C:7]([O:9][CH2:10][CH3:11])=[O:8])([CH3:2])([CH3:3])[CH3:4], predict the reactants needed to synthesize it. (6) Given the product [CH2:1]([O:3][C:4]([C:6]1[O:7][C:8]2[CH:15]=[CH:14][C:13]([C:16]([C:19]3[CH:24]=[CH:23][C:22]([O:25][CH2:30][C:31](=[O:36])[C:32]([CH3:35])([CH3:34])[CH3:33])=[C:21]([CH3:26])[CH:20]=3)([CH2:27][CH3:28])[CH2:17][CH3:18])=[CH:12][C:9]=2[C:10]=1[CH3:11])=[O:5])[CH3:2], predict the reactants needed to synthesize it. The reactants are: [CH2:1]([O:3][C:4]([C:6]1[O:7][C:8]2[CH:15]=[CH:14][C:13]([C:16]([CH2:27][CH3:28])([C:19]3[CH:24]=[CH:23][C:22]([OH:25])=[C:21]([CH3:26])[CH:20]=3)[CH2:17][CH3:18])=[CH:12][C:9]=2[C:10]=1[CH3:11])=[O:5])[CH3:2].Br[CH2:30][C:31](=[O:36])[C:32]([CH3:35])([CH3:34])[CH3:33].C([O-])([O-])=O.[K+].[K+].